From a dataset of Reaction yield outcomes from USPTO patents with 853,638 reactions. Predict the reaction yield, written as a fraction of the theoretical maximum amount of product (1.0 means a 100% yield; for example, 0.34 means a 34% yield). (1) The reactants are [C:1](=[O:22])([O:12]C1C=CC([N+]([O-])=O)=CC=1)[O:2][CH2:3][CH2:4][N:5]1[CH2:10][CH2:9][N:8]([CH3:11])[CH2:7][CH2:6]1.CCN(C(C)C)C(C)C.[CH3:32][C@H:33]1[O:38][C@@H:37]([CH3:39])[CH2:36][NH:35][CH2:34]1. The catalyst is CN(C=O)C. The product is [CH:1]([OH:12])=[O:2].[CH3:39][C@H:37]1[O:38][C@@H:33]([CH3:32])[CH2:34][N:35]([C:1]([O:2][CH2:3][CH2:4][N:5]2[CH2:6][CH2:7][N:8]([CH3:11])[CH2:9][CH2:10]2)=[O:22])[CH2:36]1. The yield is 0.200. (2) The reactants are [O:1]1[C:5]2[CH:6]=[CH:7][C:8]([CH:10]=[CH:11][C:12](Cl)=[O:13])=[CH:9][C:4]=2[O:3][CH2:2]1.COC(=O)[C:18]([C:20]1[CH:25]=[CH:24][CH:23]=[C:22]([NH2:26])[CH:21]=1)=[CH2:19].[C:28]([O-:31])(O)=[O:29].[Na+].O1CCC[CH2:34]1. The catalyst is O. The product is [CH3:34][O:31][C:28](=[O:29])/[CH:19]=[CH:18]/[C:20]1[CH:25]=[CH:24][CH:23]=[C:22]([NH:26][C:12](=[O:13])/[CH:11]=[CH:10]/[C:8]2[CH:7]=[CH:6][C:5]3[O:1][CH2:2][O:3][C:4]=3[CH:9]=2)[CH:21]=1. The yield is 0.710. (3) The reactants are [C:14]1(P([C:14]2[CH:19]=[CH:18][CH:17]=[CH:16][CH:15]=2)[C:14]2[CH:19]=[CH:18][CH:17]=[CH:16][CH:15]=2)[CH:19]=[CH:18][CH:17]=[CH:16][CH:15]=1.CCCBr.CC(C)([O-])C.[K+].[Cl:30][CH2:31][CH2:32][CH2:33][CH2:34][CH2:35][CH2:36][CH2:37][CH2:38][CH2:39][CH2:40]C#CC=O. The catalyst is O1CCCC1.CN(C)C(=O)C. The product is [CH2:31]([Cl:30])[CH2:32][CH2:33][CH2:34][CH2:35][CH2:36][CH2:37][CH2:38][CH2:39][CH2:40][C:15]#[C:16]/[CH:17]=[CH:18]\[CH2:19][CH3:14]. The yield is 0.826. (4) The reactants are [ClH:1].Cl.FC1C=C(NC(NC(=O)CC2C=CC(F)=CC=2)=S)C=CC=1OC1C2=C(C)C(O[CH2:21][CH2:22][N:23]3[CH2:28]CN(C)C[CH2:24]3)=CN2N=CN=1.Cl.[F:46][C:47]1[CH:48]=[C:49]([NH:73][C:74](=[O:86])[CH2:75][C:76]([NH:78][C:79]2C=CC(F)=[CH:81][CH:80]=2)=O)[CH:50]=[CH:51][C:52]=1[O:53][C:54]1[C:59]2=[C:60]([CH3:72])[C:61]([O:63][CH2:64]CN3CCOCC3)=[CH:62][N:58]2[N:57]=[CH:56][N:55]=1. No catalyst specified. The product is [ClH:1].[ClH:1].[CH3:24][N:23]([CH3:28])[CH2:22][CH2:21][CH2:64][O:63][C:61]1[C:60]([CH3:72])=[C:59]2[N:58]([CH:62]=1)[N:57]=[CH:56][N:55]=[C:54]2[O:53][C:52]1[CH:51]=[CH:50][C:49]([NH:73][C:74](=[O:86])[C:75]2[CH:81]=[CH:80][CH:79]=[N:78][CH:76]=2)=[CH:48][C:47]=1[F:46]. The yield is 0.110. (5) The reactants are C([O:3][C:4](=[O:23])[CH2:5][C:6]1[NH:11][C:10]2[CH:12]=[CH:13][C:14]([NH:16][S:17]([CH3:20])(=[O:19])=[O:18])=[CH:15][C:9]=2[S:8](=[O:22])(=[O:21])[CH:7]=1)C.[OH-].[Li+].Cl. The catalyst is CO. The product is [CH3:20][S:17]([NH:16][C:14]1[CH:13]=[CH:12][C:10]2[NH:11][C:6]([CH2:5][C:4]([OH:23])=[O:3])=[CH:7][S:8](=[O:21])(=[O:22])[C:9]=2[CH:15]=1)(=[O:18])=[O:19]. The yield is 0.770. (6) The reactants are C(O[C:4]([C@H:6]1[C@@H:11]([N:12]([C:21](=[O:35])[CH2:22][C:23]2[NH:28][C:27]3[CH:29]=[CH:30][CH:31]=[CH:32][C:26]=3[S:25](=[O:34])(=[O:33])[N:24]=2)[CH2:13][C:14]2[CH:19]=[CH:18][C:17]([F:20])=[CH:16][CH:15]=2)[C@H:10]2[CH2:36][C@@H:7]1[CH2:8][CH2:9]2)=[O:5])C.[O-]CC.[Na+].Cl. The catalyst is C(O)C. The product is [O:34]=[S:25]1(=[O:33])[C:26]2[CH:32]=[CH:31][CH:30]=[CH:29][C:27]=2[N:28]=[C:23]([C:22]2[C:21](=[O:35])[N:12]([CH2:13][C:14]3[CH:19]=[CH:18][C:17]([F:20])=[CH:16][CH:15]=3)[C@@H:11]3[C@H:6]([C:4]=2[OH:5])[C@@H:7]2[CH2:36][C@H:10]3[CH2:9][CH2:8]2)[NH:24]1. The yield is 0.621. (7) The reactants are [CH3:1][O:2][C:3]1[CH:4]=[C:5]2[C:10](=[CH:11][CH:12]=1)[CH:9]=[C:8](Br)[CH:7]=[CH:6]2.[O:14]1[C:18]2[CH:19]=[CH:20][CH:21]=[CH:22][C:17]=2[CH:16]=[C:15]1B(O)O.C(=O)([O-])[O-].[K+].[K+].ClCCl. The catalyst is O1CCOCC1.O.C1C=CC(P(C2C=CC=CC=2)[C-]2C=CC=C2)=CC=1.C1C=CC(P(C2C=CC=CC=2)[C-]2C=CC=C2)=CC=1.Cl[Pd]Cl.[Fe+2]. The product is [CH3:1][O:2][C:3]1[CH:4]=[C:5]2[C:10](=[CH:11][CH:12]=1)[CH:9]=[C:8]([C:15]1[O:14][C:18]3[CH:19]=[CH:20][CH:21]=[CH:22][C:17]=3[CH:16]=1)[CH:7]=[CH:6]2. The yield is 0.810. (8) The reactants are [C:1]([O:5][C:6]([N:8]1[CH2:13][CH2:12][CH:11]([N:14]2[CH2:18][CH2:17][C@@H:16]([O:19]S(C)(=O)=O)[C:15]2=[O:24])[CH2:10][CH2:9]1)=[O:7])([CH3:4])([CH3:3])[CH3:2].[CH3:25][C:26]1[N:30]([C:31]2[CH:36]=[CH:35][C:34](O)=[CH:33][CH:32]=2)[N:29]=[N:28][N:27]=1.C([O-])([O-])=O.[K+].[K+]. The catalyst is CS(C)=O.O.CCOC(C)=O. The product is [C:1]([O:5][C:6]([N:8]1[CH2:13][CH2:12][CH:11]([N:14]2[CH2:18][CH2:17][CH:16]([O:19][C:34]3[CH:35]=[CH:36][C:31]([N:30]4[C:26]([CH3:25])=[N:27][N:28]=[N:29]4)=[CH:32][CH:33]=3)[C:15]2=[O:24])[CH2:10][CH2:9]1)=[O:7])([CH3:4])([CH3:3])[CH3:2]. The yield is 0.520. (9) The reactants are [OH-].[Na+].[OH:3][C:4]1[CH:9]=[CH:8][C:7]([C:10](=[O:15])[CH2:11][CH2:12][CH2:13]Cl)=[CH:6][CH:5]=1.C(O)(=O)C. The catalyst is O. The product is [CH:11]1([C:10]([C:7]2[CH:8]=[CH:9][C:4]([OH:3])=[CH:5][CH:6]=2)=[O:15])[CH2:13][CH2:12]1. The yield is 0.950. (10) The product is [CH:1]([O:4][CH:5]([C:6]([NH:7][C:8]([O:10][CH2:11][C:12]1[CH:17]=[CH:16][CH:15]=[CH:14][CH:13]=1)=[O:9])=[O:18])[NH2:23])([CH3:3])[CH3:2]. The yield is 0.770. The reactants are [CH:1]([O:4][C:5](=O)[CH:6]([O:18]C(C)C)[NH:7][C:8]([O:10][CH2:11][C:12]1[CH:17]=[CH:16][CH:15]=[CH:14][CH:13]=1)=[O:9])([CH3:3])[CH3:2].[NH3:23]. The catalyst is C(O)C.